Dataset: Full USPTO retrosynthesis dataset with 1.9M reactions from patents (1976-2016). Task: Predict the reactants needed to synthesize the given product. (1) Given the product [C:24]([Si:21]([O:20][CH2:19][CH:18]1[CH2:17][C:10]2[CH:11]=[CH:12][CH:13]=[C:14]([O:15][CH3:16])[C:9]=2[O:28]1)([CH3:22])[CH3:23])([CH3:25])([CH3:26])[CH3:27], predict the reactants needed to synthesize it. The reactants are: C(O[C:9]1[C:14]([O:15][CH3:16])=[CH:13][CH:12]=[CH:11][C:10]=1[CH2:17][CH:18]([OH:28])[CH2:19][O:20][Si:21]([C:24]([CH3:27])([CH3:26])[CH3:25])([CH3:23])[CH3:22])C1C=CC=CC=1.CC1C=CC(S(OCC(O)CC2C=CC(OC)=CC=2O)(=O)=O)=CC=1.COC1C(O)=CC=CC=1.C1(O)C=CC=CC=1.C1(P(C2C=CC=CC=2)C2C=CC=CC=2)C=CC=CC=1.CCOC(/N=N/C(OCC)=O)=O.CC1C=CC(S(OCC2CC3C=CC(OC)=CC=3O2)(=O)=O)=CC=1. (2) Given the product [ClH:1].[CH2:2]([N:4]1[CH2:9][CH2:8][CH:7]([CH2:10][CH2:11][O:12][C:13]2[CH:18]=[CH:17][C:16]([C:19]3[C:20]4[CH:29]=[CH:28][N:27]([CH2:30][CH2:31][O:32][CH3:33])[C:21]=4[N:22]=[C:23]([C:25]#[N:26])[N:24]=3)=[CH:15][C:14]=2[C:34]([F:36])([F:37])[F:35])[CH2:6][CH2:5]1)[CH3:3], predict the reactants needed to synthesize it. The reactants are: [ClH:1].[CH2:2]([N:4]1[CH2:9][CH2:8][CH:7]([CH2:10][CH2:11][O:12][C:13]2[CH:18]=[CH:17][C:16]([C:19]3[C:20]4[CH:29]=[CH:28][N:27]([CH2:30][CH2:31][O:32][CH3:33])[C:21]=4[N:22]=[C:23]([C:25]#[N:26])[N:24]=3)=[CH:15][C:14]=2[C:34]([F:37])([F:36])[F:35])[CH2:6][CH2:5]1)[CH3:3]. (3) Given the product [CH2:10]([N:14]([CH2:64][CH:65]([CH3:67])[CH3:66])[C:15]1[CH:20]=[CH:19][C:18]([C:21]2[CH:26]=[CH:25][CH:24]=[CH:23][C:22]=2[C:27]2[N:28]=[N:29][N:30]([C:32]([C:45]3[CH:50]=[CH:49][CH:48]=[CH:47][CH:46]=3)([C:39]3[CH:40]=[CH:41][CH:42]=[CH:43][CH:44]=3)[C:33]3[CH:38]=[CH:37][CH:36]=[CH:35][CH:34]=3)[N:31]=2)=[CH:17][C:16]=1[NH:51][C:52]([NH:9][C:4]1[N:5]=[CH:6][CH:7]=[CH:8][N:3]=1)=[O:53])[CH:11]([CH3:13])[CH3:12], predict the reactants needed to synthesize it. The reactants are: [H-].[Na+].[N:3]1[CH:8]=[CH:7][CH:6]=[N:5][C:4]=1[NH2:9].[CH2:10]([N:14]([CH2:64][CH:65]([CH3:67])[CH3:66])[C:15]1[CH:20]=[CH:19][C:18]([C:21]2[CH:26]=[CH:25][CH:24]=[CH:23][C:22]=2[C:27]2[N:28]=[N:29][N:30]([C:32]([C:45]3[CH:50]=[CH:49][CH:48]=[CH:47][CH:46]=3)([C:39]3[CH:44]=[CH:43][CH:42]=[CH:41][CH:40]=3)[C:33]3[CH:38]=[CH:37][CH:36]=[CH:35][CH:34]=3)[N:31]=2)=[CH:17][C:16]=1[NH:51][C:52](=O)[O:53]C1C=CC([N+]([O-])=O)=CC=1)[CH:11]([CH3:13])[CH3:12]. (4) The reactants are: [CH2:1]([O:8][CH2:9][C@H:10]([NH:14][C:15]([O:17][C:18]([CH3:21])([CH3:20])[CH3:19])=[O:16])[C:11]([OH:13])=[O:12])[C:2]1[CH:7]=[CH:6][CH:5]=[CH:4][CH:3]=1.CCN=C=NCCCN(C)C.Cl.[CH:34]1(O)[CH2:39][CH2:38][CH2:37][CH2:36][CH2:35]1. Given the product [CH2:1]([O:8][CH2:9][C@H:10]([NH:14][C:15]([O:17][C:18]([CH3:21])([CH3:20])[CH3:19])=[O:16])[C:11]([O:13][CH:34]1[CH2:39][CH2:38][CH2:37][CH2:36][CH2:35]1)=[O:12])[C:2]1[CH:3]=[CH:4][CH:5]=[CH:6][CH:7]=1, predict the reactants needed to synthesize it.